From a dataset of Full USPTO retrosynthesis dataset with 1.9M reactions from patents (1976-2016). Predict the reactants needed to synthesize the given product. (1) Given the product [CH:16]1([C:17]([N:19]2[CH2:24][CH2:23][N:22]([CH:25]3[CH2:26][CH2:27][CH2:28][CH2:29][CH2:30]3)[CH2:21][CH2:20]2)=[O:18])[C:14]2([CH2:31][CH2:32][NH:11][CH2:12][CH2:13]2)[CH2:15]1, predict the reactants needed to synthesize it. The reactants are: C(OC([N:11]1[CH2:32][CH2:31][C:14]2([CH:16]([C:17]([N:19]3[CH2:24][CH2:23][N:22]([CH:25]4[CH2:30][CH2:29][CH2:28][CH2:27][CH2:26]4)[CH2:21][CH2:20]3)=[O:18])[CH2:15]2)[CH2:13][CH2:12]1)=O)C1C=CC=CC=1.[H][H]. (2) Given the product [CH3:18][C@@:12]1([C:7]2[CH:6]=[CH:5][C:4]3[C:9](=[CH:10][CH:11]=[C:2]([O:1][CH:27]4[CH2:26][CH2:25][CH:24]([CH2:19][CH2:20][CH2:21][CH2:22][CH3:23])[CH2:29][CH2:28]4)[CH:3]=3)[CH:8]=2)[CH2:16][O:15][C:14](=[O:17])[NH:13]1, predict the reactants needed to synthesize it. The reactants are: [OH:1][C:2]1[CH:3]=[C:4]2[C:9](=[CH:10][CH:11]=1)[CH:8]=[C:7]([C@:12]1([CH3:18])[CH2:16][O:15][C:14](=[O:17])[NH:13]1)[CH:6]=[CH:5]2.[CH2:19]([CH:24]1[CH2:29][CH2:28][CH:27](O)[CH2:26][CH2:25]1)[CH2:20][CH2:21][CH2:22][CH3:23].O1CCCC1.C1(P(C2C=CC=CC=2)C2C=CC=CC=2)C=CC=CC=1.N(C(OC(C)C)=O)=NC(OC(C)C)=O. (3) Given the product [CH2:14]([O:13][C@@H:11]([C@@H:10]1[NH:9][C:8](=[O:7])[CH2:25][O:22][CH2:21]1)[CH3:12])[C:15]1[CH:16]=[CH:17][CH:18]=[CH:19][CH:20]=1, predict the reactants needed to synthesize it. The reactants are: [OH-].[Na+].C([O:7][C:8](=O)[NH:9][C@H:10]([CH2:21][OH:22])[C@H:11]([O:13][CH2:14][C:15]1[CH:20]=[CH:19][CH:18]=[CH:17][CH:16]=1)[CH3:12])(C)(C)C.F[C:25](F)(F)C(O)=O.